Task: Regression. Given a peptide amino acid sequence and an MHC pseudo amino acid sequence, predict their binding affinity value. This is MHC class II binding data.. Dataset: Peptide-MHC class II binding affinity with 134,281 pairs from IEDB The peptide sequence is EELRSLYNTVATLYCVH. The MHC is HLA-DQA10104-DQB10503 with pseudo-sequence HLA-DQA10104-DQB10503. The binding affinity (normalized) is 0.197.